This data is from Forward reaction prediction with 1.9M reactions from USPTO patents (1976-2016). The task is: Predict the product of the given reaction. (1) Given the reactants [Cl:1][C:2]1[N:3]=[C:4](Cl)[C:5]2[S:10][CH:9]=[CH:8][C:6]=2[N:7]=1.C([Sn](CCCC)(CCCC)[C:17]1[CH2:18][CH2:19][O:20][CH2:21][CH:22]=1)CCC, predict the reaction product. The product is: [Cl:1][C:2]1[N:3]=[C:4]([C:17]2[CH2:22][CH2:21][O:20][CH2:19][CH:18]=2)[C:5]2[S:10][CH:9]=[CH:8][C:6]=2[N:7]=1. (2) Given the reactants [Cl:1][C:2]1[CH:3]=[C:4](/[CH:9]=[CH:10]/[C:11]([N:13]2[CH2:19][CH2:18][C:17](=[O:20])[N:16]([CH2:21][CH2:22][CH2:23][N:24]3[CH2:35][CH2:34][C:27]4([NH:31][C:30](=[O:32])[NH:29][C:28]4=[O:33])[CH2:26][CH2:25]3)[CH2:15][CH2:14]2)=[O:12])[CH:5]=[CH:6][C:7]=1[Cl:8].[I:36][CH3:37], predict the reaction product. The product is: [I-:36].[Cl:1][C:2]1[CH:3]=[C:4](/[CH:9]=[CH:10]/[C:11]([N:13]2[CH2:19][CH2:18][C:17](=[O:20])[N:16]([CH2:21][CH2:22][CH2:23][N+:24]3([CH3:37])[CH2:35][CH2:34][C:27]4([NH:31][C:30](=[O:32])[NH:29][C:28]4=[O:33])[CH2:26][CH2:25]3)[CH2:15][CH2:14]2)=[O:12])[CH:5]=[CH:6][C:7]=1[Cl:8]. (3) Given the reactants [N:1]1(CC2C=CC(CN3C=C4C(N=C(Cl)N=C4NCC4C(Cl)=CC=C(OC)C=4F)=N3)=CC=2)[CH:5]=CC=N1.Cl[C:37]1[N:38]=[C:39]([NH:60][CH2:61][C:62]2[C:67]([Cl:68])=[CH:66][CH:65]=[C:64]([O:69]C)[C:63]=2[F:71])[C:40]2[C:41](=[N:43][N:44]([CH2:46][C:47]3[CH:52]=[CH:51][C:50]([CH:53]([N:55]4[CH:59]=[CH:58][CH:57]=[N:56]4)C)=[CH:49][CH:48]=3)[CH:45]=2)[N:42]=1, predict the reaction product. The product is: [N:55]1([CH2:53][C:50]2[CH:51]=[CH:52][C:47]([CH2:46][N:44]3[CH:45]=[C:40]4[C:41]([N:42]=[C:37]([C:5]#[N:1])[N:38]=[C:39]4[NH:60][CH2:61][C:62]4[C:67]([Cl:68])=[CH:66][CH:65]=[C:64]([OH:69])[C:63]=4[F:71])=[N:43]3)=[CH:48][CH:49]=2)[CH:59]=[CH:58][CH:57]=[N:56]1.